From a dataset of Reaction yield outcomes from USPTO patents with 853,638 reactions. Predict the reaction yield, written as a fraction of the theoretical maximum amount of product (1.0 means a 100% yield; for example, 0.34 means a 34% yield). (1) The reactants are [CH:1]([O:3][CH2:4][CH3:5])=[CH2:2].FC(F)(F)C(O)=O.[OH:13][CH2:14][C@@H:15]1[NH:20][C:19](=[O:21])[CH2:18][CH2:17][CH2:16]1.C([O-])(O)=O.[Na+]. The catalyst is C(Cl)(Cl)Cl. The product is [CH2:1]([O:3][CH:4]([O:13][CH2:14][C@@H:15]1[NH:20][C:19](=[O:21])[CH2:18][CH2:17][CH2:16]1)[CH3:5])[CH3:2]. The yield is 0.800. (2) The reactants are [F:1][C:2]([F:15])([F:14])[S:3](O[S:3]([C:2]([F:15])([F:14])[F:1])(=[O:5])=[O:4])(=[O:5])=[O:4].[CH2:16]([O:23][C:24]1[CH:25]=[C:26]([CH:29]=[CH:30][C:31]=1O)[CH:27]=[O:28])[C:17]1[CH:22]=[CH:21][CH:20]=[CH:19][CH:18]=1. The catalyst is N1C=CC=CC=1. The product is [CH2:16]([O:23][C:24]1[CH:25]=[C:26]([CH:29]=[CH:30][C:31]=1[S:3]([C:2]([F:15])([F:14])[F:1])(=[O:5])=[O:4])[CH:27]=[O:28])[C:17]1[CH:18]=[CH:19][CH:20]=[CH:21][CH:22]=1. The yield is 0.910. (3) The reactants are [CH2:1]([S:3]([N:6]1[CH2:11][CH2:10][CH:9]([C:12]2[C:20]3[C:15](=[C:16]([C:29]([NH2:31])=[O:30])[CH:17]=[C:18]([C:21]4[CH:26]=[CH:25][CH:24]=[C:23]([CH:27]=O)[CH:22]=4)[CH:19]=3)[NH:14][CH:13]=2)[CH2:8][CH2:7]1)(=[O:5])=[O:4])[CH3:2].[CH:32]([NH2:35])([CH3:34])[CH3:33].[BH4-].[Na+]. No catalyst specified. The product is [CH2:1]([S:3]([N:6]1[CH2:7][CH2:8][CH:9]([C:12]2[C:20]3[C:15](=[C:16]([C:29]([NH2:31])=[O:30])[CH:17]=[C:18]([C:21]4[CH:26]=[CH:25][CH:24]=[C:23]([CH2:27][NH:35][CH:32]([CH3:34])[CH3:33])[CH:22]=4)[CH:19]=3)[NH:14][CH:13]=2)[CH2:10][CH2:11]1)(=[O:5])=[O:4])[CH3:2]. The yield is 0.530. (4) The reactants are C1[CH:5]2[C@@H:6]3[CH:10]=[CH:9][C@H:8]([CH:4]2C=C1)[CH2:7]3.[C:11]([O:15][CH3:16])(=[O:14])C=C.C1(C=CC(O)=CC=1)O. No catalyst specified. The product is [CH3:16][O:15][C:11]([C:6]12[CH2:7][CH:8]([CH2:4][CH2:5]1)[CH:9]=[CH:10]2)=[O:14]. The yield is 0.0930. (5) The reactants are Br[C:2]1[CH:7]=[CH:6][C:5]([CH3:8])=[CH:4][CH:3]=1.[C:9]1([CH2:15][CH2:16][NH2:17])[CH2:14][CH2:13][CH2:12][CH2:11][CH:10]=1. No catalyst specified. The product is [CH3:8][C:5]1[CH:6]=[CH:7][C:2]([NH:17][CH2:16][CH2:15][C:9]2[CH2:14][CH2:13][CH2:12][CH2:11][CH:10]=2)=[CH:3][CH:4]=1. The yield is 0.950.